This data is from Full USPTO retrosynthesis dataset with 1.9M reactions from patents (1976-2016). The task is: Predict the reactants needed to synthesize the given product. (1) Given the product [C:23]([C:20]1[CH:19]=[CH:18][C:17]([C:11]2[CH:12]=[C:13]3[C:8](=[CH:9][CH:10]=2)[N:7]([C:27]2[CH:32]=[CH:31][C:30]([O:33][CH:34]([CH3:35])[CH3:36])=[CH:29][CH:28]=2)[C:6]([C:4]([OH:3])=[O:5])=[C:14]3[CH2:15][NH:37][CH2:38][C:39]2[CH:44]=[CH:43][CH:42]=[CH:41][N:40]=2)=[CH:22][CH:21]=1)([CH3:26])([CH3:25])[CH3:24], predict the reactants needed to synthesize it. The reactants are: C([O:3][C:4]([C:6]1[N:7]([C:27]2[CH:32]=[CH:31][C:30]([O:33][CH:34]([CH3:36])[CH3:35])=[CH:29][CH:28]=2)[C:8]2[C:13]([C:14]=1[CH:15]=O)=[CH:12][C:11]([C:17]1[CH:22]=[CH:21][C:20]([C:23]([CH3:26])([CH3:25])[CH3:24])=[CH:19][CH:18]=1)=[CH:10][CH:9]=2)=[O:5])C.[NH2:37][CH2:38][C:39]1[CH:44]=[CH:43][CH:42]=[CH:41][N:40]=1. (2) Given the product [F:2][C:3]1[CH:18]=[CH:17][C:6]2[N:7]=[C:8]([NH:10][C@H:11]3[CH2:15][CH2:14][CH2:13][C@@H:12]3[NH:16][C:27](=[O:28])[C:26]3[CH:30]=[CH:31][CH:32]=[CH:33][C:25]=3[C:23]3[O:24][C:20]([CH3:19])=[N:21][N:22]=3)[S:9][C:5]=2[CH:4]=1, predict the reactants needed to synthesize it. The reactants are: Cl.[F:2][C:3]1[CH:18]=[CH:17][C:6]2[N:7]=[C:8]([NH:10][C@H:11]3[CH2:15][CH2:14][CH2:13][C@@H:12]3[NH2:16])[S:9][C:5]=2[CH:4]=1.[CH3:19][C:20]1[O:24][C:23]([C:25]2[CH:33]=[CH:32][CH:31]=[CH:30][C:26]=2[C:27](O)=[O:28])=[N:22][N:21]=1.C(N(CC)CC)C.CN(C(ON1N=NC2C=CC=NC1=2)=[N+](C)C)C.F[P-](F)(F)(F)(F)F. (3) Given the product [C:1]([C:3]1[CH:4]=[C:5]([C:13]([OH:15])=[O:14])[CH:6]=[N:7][C:8]=1[O:9][CH:10]([CH3:12])[CH3:11])#[N:2], predict the reactants needed to synthesize it. The reactants are: [C:1]([C:3]1[CH:4]=[C:5]([C:13]([O:15]C(C)C)=[O:14])[CH:6]=[N:7][C:8]=1[O:9][CH:10]([CH3:12])[CH3:11])#[N:2].[OH-].[Na+]. (4) Given the product [CH:39]1([CH:32]([C:28]2[CH:27]=[C:26]([O:17][CH2:16][C:13]3[CH:14]=[N:15][C:10]([C:3]4[CH:4]=[C:5]([O:8][CH3:9])[CH:6]=[CH:7][C:2]=4[F:1])=[C:11]([O:18][CH:19]4[CH2:24][CH2:23][CH2:22][CH2:21][O:20]4)[CH:12]=3)[N:31]=[CH:30][N:29]=2)[CH2:33][C:34]([O:36][CH2:37][CH3:38])=[O:35])[CH2:41][CH2:40]1, predict the reactants needed to synthesize it. The reactants are: [F:1][C:2]1[CH:7]=[CH:6][C:5]([O:8][CH3:9])=[CH:4][C:3]=1[C:10]1[N:15]=[CH:14][C:13]([CH2:16][OH:17])=[CH:12][C:11]=1[O:18][CH:19]1[CH2:24][CH2:23][CH2:22][CH2:21][O:20]1.Cl[C:26]1[N:31]=[CH:30][N:29]=[C:28]([CH:32]([CH:39]2[CH2:41][CH2:40]2)[CH2:33][C:34]([O:36][CH2:37][CH3:38])=[O:35])[CH:27]=1.[H-].[Na+].Cl.